From a dataset of Reaction yield outcomes from USPTO patents with 853,638 reactions. Predict the reaction yield, written as a fraction of the theoretical maximum amount of product (1.0 means a 100% yield; for example, 0.34 means a 34% yield). (1) The reactants are C(=O)([O-])[O-].[K+].[K+].[CH3:7][C:8]1[NH:9][C:10]2[C:15]([CH:16]=1)=[CH:14][C:13](B1OC(C)(C)C(C)(C)O1)=[CH:12][CH:11]=2.[OH:26][NH:27][C:28](=[O:45])[C@:29]([CH3:44])([S:40]([CH3:43])(=[O:42])=[O:41])[CH2:30][CH2:31][N:32]1[CH:37]=[CH:36][C:35](I)=[CH:34][C:33]1=[O:39].O. The catalyst is O1CCOCC1.[Pd]. The product is [OH:26][NH:27][C:28](=[O:45])[C@:29]([CH3:44])([S:40]([CH3:43])(=[O:42])=[O:41])[CH2:30][CH2:31][N:32]1[CH:37]=[CH:36][C:35]([C:13]2[CH:14]=[C:15]3[C:10](=[CH:11][CH:12]=2)[NH:9][C:8]([CH3:7])=[CH:16]3)=[CH:34][C:33]1=[O:39]. The yield is 0.220. (2) The reactants are Br.[NH2:2][C:3]1[C:4]([OH:18])=[C:5]([C:9]2[CH:14]=[CH:13][CH:12]=[C:11]([C:15]([OH:17])=[O:16])[CH:10]=2)[CH:6]=[CH:7][CH:8]=1.[N:19]([O-])=O.[Na+].[CH3:23][C:24]1[CH2:25][C:26](=[O:39])[N:27]([C:29]2[CH:38]=[CH:37][C:36]3[CH2:35][CH2:34][CH2:33][CH2:32][C:31]=3[CH:30]=2)[N:28]=1.C(=O)(O)[O-].[Na+]. The catalyst is Cl.C(O)C. The product is [OH:18][C:4]1[C:3]([NH:2][N:19]=[C:25]2[C:26](=[O:39])[N:27]([C:29]3[CH:38]=[CH:37][C:36]4[CH2:35][CH2:34][CH2:33][CH2:32][C:31]=4[CH:30]=3)[N:28]=[C:24]2[CH3:23])=[CH:8][CH:7]=[CH:6][C:5]=1[C:9]1[CH:14]=[CH:13][CH:12]=[C:11]([C:15]([OH:17])=[O:16])[CH:10]=1. The yield is 0.116.